This data is from Forward reaction prediction with 1.9M reactions from USPTO patents (1976-2016). The task is: Predict the product of the given reaction. (1) The product is: [F:15][C:14]([F:16])([F:17])[C:13]([C:10]1[CH:11]=[CH:12][C:7]([OH:6])=[CH:8][CH:9]=1)([O:22][CH2:23][C:24]1[CH:25]=[CH:26][C:27]([O:30][CH3:31])=[CH:28][CH:29]=1)[C:18]([F:19])([F:21])[F:20]. Given the reactants C([Si](C)(C)[O:6][C:7]1[CH:12]=[CH:11][C:10]([C:13]([O:22][CH2:23][C:24]2[CH:29]=[CH:28][C:27]([O:30][CH3:31])=[CH:26][CH:25]=2)([C:18]([F:21])([F:20])[F:19])[C:14]([F:17])([F:16])[F:15])=[CH:9][CH:8]=1)(C)(C)C.CCCC[N+](CCCC)(CCCC)CCCC.[F-].OS([O-])(=O)=O.[K+], predict the reaction product. (2) Given the reactants Cl[C:2]1[CH:10]=[C:9]2[C:5]([CH:6]=[N:7][N:8]2S(C2C=CC=CC=2)(=O)=O)=[C:4]([C:20]2[O:21][C:22]([CH2:25][N:26]3[CH2:31][C@@H:30]([CH3:32])[O:29][C@H:28]([CH3:33])[CH2:27]3)=[CH:23][N:24]=2)[CH:3]=1.[CH3:34][S:35]([NH2:38])(=[O:37])=[O:36].C(=O)(O)[O-].[Na+].[OH-].[Na+].O1[CH2:51][CH2:50][O:49][CH2:48]C1, predict the reaction product. The product is: [CH3:32][C@H:30]1[O:29][C@H:28]([CH3:33])[CH2:27][N:26]([CH2:25][C:22]2[O:21][C:20]([C:4]3[CH:3]=[C:2]([C:5]4[CH:4]=[C:51]([NH:38][S:35]([CH3:34])(=[O:37])=[O:36])[C:50]([O:49][CH3:48])=[N:7][CH:6]=4)[CH:10]=[C:9]4[C:5]=3[CH:6]=[N:7][NH:8]4)=[N:24][CH:23]=2)[CH2:31]1. (3) Given the reactants [F:1][C:2]([F:41])([F:40])[C:3]1[CH:4]=[C:5]([CH:33]=[C:34]([C:36]([F:39])([F:38])[F:37])[CH:35]=1)[CH2:6][N:7]([CH2:12][C:13]1[CH:18]=[C:17]([C:19]([F:22])([F:21])[F:20])[CH:16]=[CH:15][C:14]=1[C:23]1[CH:28]=[C:27]([CH:29]=[O:30])[CH:26]=[CH:25][C:24]=1[O:31][CH3:32])[C:8](=[O:11])[O:9][CH3:10].C[Si](C)(C)[C:44]([F:47])([F:46])[F:45].[F-].C([N+](CCCC)(CCCC)CCCC)CCC, predict the reaction product. The product is: [F:1][C:2]([F:40])([F:41])[C:3]1[CH:4]=[C:5]([CH:33]=[C:34]([C:36]([F:37])([F:39])[F:38])[CH:35]=1)[CH2:6][N:7]([CH2:12][C:13]1[CH:18]=[C:17]([C:19]([F:22])([F:21])[F:20])[CH:16]=[CH:15][C:14]=1[C:23]1[CH:28]=[C:27]([CH:29]([OH:30])[C:44]([F:47])([F:46])[F:45])[CH:26]=[CH:25][C:24]=1[O:31][CH3:32])[C:8](=[O:11])[O:9][CH3:10]. (4) Given the reactants [Cl:1][C:2]1[CH:3]=[C:4]([N:10]2[C:14]([CH3:15])=[C:13]([CH2:16][C:17]3[CH:25]=[CH:24][C:20]([C:21]([OH:23])=O)=[CH:19][CH:18]=3)[C:12]([CH3:26])=[N:11]2)[CH:5]=[CH:6][C:7]=1[C:8]#[N:9].[CH3:27][NH:28][CH3:29].C1COCC1, predict the reaction product. The product is: [Cl:1][C:2]1[CH:3]=[C:4]([N:10]2[C:14]([CH3:15])=[C:13]([CH2:16][C:17]3[CH:18]=[CH:19][C:20]([C:21]([N:28]([CH3:29])[CH3:27])=[O:23])=[CH:24][CH:25]=3)[C:12]([CH3:26])=[N:11]2)[CH:5]=[CH:6][C:7]=1[C:8]#[N:9]. (5) Given the reactants [CH3:1][C@:2]12[C:9]([CH3:11])([CH3:10])[CH:6]([CH2:7][CH2:8]1)[C:5](=[O:12])[CH2:4][C:3]2=[O:13].C(N(CC)CC)C.[F:21][C:22]([F:33])([F:32])[C:23]1[CH:28]=[CH:27][C:26]([N:29]=[C:30]=[O:31])=[CH:25][CH:24]=1, predict the reaction product. The product is: [F:21][C:22]([F:32])([F:33])[C:23]1[CH:24]=[CH:25][C:26]([NH:29][C:30]([CH:4]2[C:5](=[O:12])[CH:6]3[C:9]([CH3:10])([CH3:11])[C@@:2]([CH3:1])([CH2:8][CH2:7]3)[C:3]2=[O:13])=[O:31])=[CH:27][CH:28]=1.